Dataset: Full USPTO retrosynthesis dataset with 1.9M reactions from patents (1976-2016). Task: Predict the reactants needed to synthesize the given product. (1) The reactants are: [Cl:1][C:2]1[CH:11]=[CH:10][C:9]([N:12]2[CH2:17][CH2:16][N:15]([CH:18]([C:20]3[CH:25]=[CH:24][C:23]([O:26][CH3:27])=[C:22]([O:28][CH3:29])[CH:21]=3)[CH3:19])[CH2:14][CH2:13]2)=[CH:8][C:3]=1[O:4][CH2:5][CH2:6]O.C[CH2:31][N:32](CC)[CH2:33]C.CS(Cl)(=O)=O.C(=O)([O-])[O-].[K+].[K+].CC(N(C)C)=O. Given the product [Cl:1][C:2]1[CH:11]=[CH:10][C:9]([N:12]2[CH2:13][CH2:14][N:15]([CH:18]([C:20]3[CH:25]=[CH:24][C:23]([O:26][CH3:27])=[C:22]([O:28][CH3:29])[CH:21]=3)[CH3:19])[CH2:16][CH2:17]2)=[CH:8][C:3]=1[O:4][CH2:5][CH2:6][N:32]([CH3:33])[CH3:31], predict the reactants needed to synthesize it. (2) Given the product [Br:1][C:2]1[CH:7]=[CH:6][C:5]([C@@H:8]([NH:10][C:18](=[O:17])[O:20][C:21]([CH3:24])([CH3:23])[CH3:22])[CH3:9])=[CH:4][CH:3]=1, predict the reactants needed to synthesize it. The reactants are: [Br:1][C:2]1[CH:7]=[CH:6][C:5]([C@@H:8]([NH2:10])[CH3:9])=[CH:4][CH:3]=1.C([O-])([O-])=O.[Na+].[Na+].[O:17](C(OC(C)(C)C)=O)[C:18]([O:20][C:21]([CH3:24])([CH3:23])[CH3:22])=O. (3) Given the product [Cl:1][C:2]1[CH:3]=[C:4]([NH:9][C:10]2[C:11]3[C:18]4[CH2:19][NH:20][CH2:21][C:17]=4[S:16][C:12]=3[N:13]=[CH:14][N:15]=2)[CH:5]=[CH:6][C:7]=1[Cl:8], predict the reactants needed to synthesize it. The reactants are: [Cl:1][C:2]1[CH:3]=[C:4]([NH:9][C:10]2[C:11]3[C:18]4[CH2:19][N:20](C(OCC)=O)[CH2:21][C:17]=4[S:16][C:12]=3[N:13]=[CH:14][N:15]=2)[CH:5]=[CH:6][C:7]=1[Cl:8].[OH-].[K+]. (4) Given the product [ClH:1].[Cl:20][C:21]1[CH:22]=[C:23]([CH:25]=[CH:26][C:27]=1[O:28][C:29]1[N:30]=[CH:31][CH:32]=[CH:33][N:34]=1)[NH:24][C:2]1[C:11]2[C:6](=[CH:7][CH:8]=[CH:9][C:10]=2[O:12][CH:13]2[CH2:18][CH2:17][N:16]([CH3:19])[CH2:15][CH2:14]2)[N:5]=[CH:4][N:3]=1, predict the reactants needed to synthesize it. The reactants are: [Cl:1][C:2]1[C:11]2[C:6](=[CH:7][CH:8]=[CH:9][C:10]=2[O:12][CH:13]2[CH2:18][CH2:17][N:16]([CH3:19])[CH2:15][CH2:14]2)[N:5]=[CH:4][N:3]=1.[Cl:20][C:21]1[CH:22]=[C:23]([CH:25]=[CH:26][C:27]=1[O:28][C:29]1[N:34]=[CH:33][CH:32]=[CH:31][N:30]=1)[NH2:24]. (5) Given the product [F:35][C:12]1[C:11]([CH2:10][N:8]([CH3:9])[C:6](=[O:7])[O:5][C:1]([CH3:2])([CH3:3])[CH3:4])=[CH:15][N:14]([S:16]([C:19]2[O:23][C:22]([CH2:24][OH:25])=[CH:21][CH:20]=2)(=[O:17])=[O:18])[C:13]=1[C:28]1[C:29]([F:34])=[N:30][CH:31]=[CH:32][CH:33]=1, predict the reactants needed to synthesize it. The reactants are: [C:1]([O:5][C:6]([N:8]([CH2:10][C:11]1[C:12]([F:35])=[C:13]([C:28]2[C:29]([F:34])=[N:30][CH:31]=[CH:32][CH:33]=2)[N:14]([S:16]([C:19]2[O:23][C:22]([C:24](OC)=[O:25])=[CH:21][CH:20]=2)(=[O:18])=[O:17])[CH:15]=1)[CH3:9])=[O:7])([CH3:4])([CH3:3])[CH3:2].[H-].C([Al+]CC(C)C)C(C)C.Cl. (6) Given the product [CH3:12][N:13]1[C:17]([C:25]([C:24]2[CH:28]=[CH:29][CH:30]=[CH:31][C:23]=2[CH2:22][O:21][C:20]2[CH:32]=[C:33]([CH3:36])[CH:34]=[CH:35][C:19]=2[CH3:18])=[O:26])=[CH:16][CH:15]=[N:14]1, predict the reactants needed to synthesize it. The reactants are: C([Li])CCC.CCCCCC.[CH3:12][N:13]1[CH:17]=[CH:16][CH:15]=[N:14]1.[CH3:18][C:19]1[CH:35]=[CH:34][C:33]([CH3:36])=[CH:32][C:20]=1[O:21][CH2:22][C:23]1[CH:31]=[CH:30][CH:29]=[CH:28][C:24]=1[C:25](Cl)=[O:26].Cl. (7) Given the product [NH2:12][C:10]1[S:11][C:7]([C:5]([NH:4][CH:1]2[CH2:2][CH2:3]2)=[O:6])=[CH:8][N:9]=1, predict the reactants needed to synthesize it. The reactants are: [CH:1]1([NH:4][C:5]([C:7]2[S:11][C:10](/[N:12]=C/N(C)C)=[N:9][CH:8]=2)=[O:6])[CH2:3][CH2:2]1. (8) Given the product [Cl:1][CH2:2][CH2:3][O:4][C:5]1[CH:6]=[CH:7][C:8]([C:11]([C:13]2[CH:18]=[CH:17][C:16]([OH:19])=[CH:15][CH:14]=2)=[O:12])=[CH:9][CH:10]=1, predict the reactants needed to synthesize it. The reactants are: [Cl:1][CH2:2][CH2:3][O:4][C:5]1[CH:10]=[CH:9][C:8]([C:11]([C:13]2[CH:18]=[CH:17][C:16]([O:19]C)=[CH:15][CH:14]=2)=[O:12])=[CH:7][CH:6]=1.B(Br)(Br)Br. (9) The reactants are: C(O)(C(F)(F)F)=O.C(OC([N:15]1[CH:24]([C:25]2[NH:26][C:27]([CH3:36])=[C:28]([C:30]3[CH:35]=[CH:34][CH:33]=[CH:32][CH:31]=3)[N:29]=2)[CH2:23][C:22]2[C:17](=[CH:18][CH:19]=[CH:20][CH:21]=2)[CH2:16]1)=O)(C)(C)C. Given the product [CH3:36][C:27]1[NH:26][C:25]([CH:24]2[CH2:23][C:22]3[C:17](=[CH:18][CH:19]=[CH:20][CH:21]=3)[CH2:16][NH:15]2)=[N:29][C:28]=1[C:30]1[CH:35]=[CH:34][CH:33]=[CH:32][CH:31]=1, predict the reactants needed to synthesize it.